From a dataset of Catalyst prediction with 721,799 reactions and 888 catalyst types from USPTO. Predict which catalyst facilitates the given reaction. (1) Reactant: [CH3:1][C:2]1[CH:10]=[C:9]([C:11]2[CH2:15][C:14]([C:20]3[CH:25]=[C:24]([Cl:26])[C:23]([Cl:27])=[C:22]([Cl:28])[CH:21]=3)([C:16]([F:19])([F:18])[F:17])[O:13][N:12]=2)[CH:8]=[CH:7][C:3]=1[C:4]([OH:6])=O.CN(C(ON1N=NC2C=CC=CC1=2)=[N+](C)C)C.F[P-](F)(F)(F)(F)F.CCN(C(C)C)C(C)C.[NH2:62][CH2:63][C:64]1[CH:65]=[C:66]([F:76])[C:67]2[C:71]([CH3:73])([CH3:72])[O:70][B:69]([OH:74])[C:68]=2[CH:75]=1. Product: [F:76][C:66]1[C:67]2[C:71]([CH3:72])([CH3:73])[O:70][B:69]([OH:74])[C:68]=2[CH:75]=[C:64]([CH2:63][NH:62][C:4](=[O:6])[C:3]2[CH:7]=[CH:8][C:9]([C:11]3[CH2:15][C:14]([C:20]4[CH:25]=[C:24]([Cl:26])[C:23]([Cl:27])=[C:22]([Cl:28])[CH:21]=4)([C:16]([F:19])([F:18])[F:17])[O:13][N:12]=3)=[CH:10][C:2]=2[CH3:1])[CH:65]=1. The catalyst class is: 3. (2) Reactant: [CH:1]([C:4]1[C:8]([C:9](OCC)=[O:10])=[CH:7][N:6]([C:14]2[CH:19]=[CH:18][C:17]([C:20]([F:23])([F:22])[F:21])=[CH:16][N:15]=2)[N:5]=1)([CH3:3])[CH3:2].[H-].C([Al+]CC(C)C)C(C)C.Cl. Product: [CH:1]([C:4]1[C:8]([CH2:9][OH:10])=[CH:7][N:6]([C:14]2[CH:19]=[CH:18][C:17]([C:20]([F:21])([F:23])[F:22])=[CH:16][N:15]=2)[N:5]=1)([CH3:3])[CH3:2]. The catalyst class is: 188. (3) Product: [NH2:24][CH2:23][C:22]1[CH:21]=[CH:20][C:19]([NH:18][C:16](=[O:17])/[CH:15]=[CH:14]/[C:9]2[CH:10]=[N:11][N:12]([CH3:13])[C:8]=2[C:5]2[CH:4]=[CH:3][C:2]([F:1])=[CH:7][CH:6]=2)=[CH:33][CH:32]=1. Reactant: [F:1][C:2]1[CH:7]=[CH:6][C:5]([C:8]2[N:12]([CH3:13])[N:11]=[CH:10][C:9]=2/[CH:14]=[CH:15]/[C:16]([NH:18][C:19]2[CH:33]=[CH:32][C:22]([CH2:23][NH:24]C(=O)OC(C)(C)C)=[CH:21][CH:20]=2)=[O:17])=[CH:4][CH:3]=1.Cl. The catalyst class is: 13. (4) Reactant: [N:1]1[C:10]2[C:5](=[CH:6][CH:7]=[CH:8][CH:9]=2)[CH:4]=[CH:3][C:2]=1[CH:11]=O.[O:13]1[C:19]2[CH:20]=[CH:21][C:22]([S:24]([NH2:27])(=[O:26])=[O:25])=[CH:23][C:18]=2[O:17][CH2:16][CH2:15][CH2:14]1.O.[O-2].[O-2].[O-2].O=[Si]=O.O=[Si]=O.O=[Si]=O.O=[Si]=O.[Al+3].[Al+3]. Product: [N:1]1[C:10]2[C:5](=[CH:6][CH:7]=[CH:8][CH:9]=2)[CH:4]=[CH:3][C:2]=1[CH:11]=[N:27][S:24]([C:22]1[CH:21]=[CH:20][C:19]2[O:13][CH2:14][CH2:15][CH2:16][O:17][C:18]=2[CH:23]=1)(=[O:25])=[O:26]. The catalyst class is: 11. (5) Reactant: [C:1]1([C:7]2([C:14]3[CH:19]=[CH:18][CH:17]=[CH:16][CH:15]=3)[NH:11][C:10](=[O:12])[NH:9][C:8]2=[O:13])[CH:6]=[CH:5][CH:4]=[CH:3][CH:2]=1.[H-].[Na+].[CH:22]1[C:31]2[C:26](=[CH:27][CH:28]=[CH:29][CH:30]=2)[CH:25]=[CH:24][C:23]=1[C:32](Cl)=[O:33].O. Product: [CH:22]1[C:31]2[C:26](=[CH:27][CH:28]=[CH:29][CH:30]=2)[CH:25]=[CH:24][C:23]=1[C:32]([N:9]1[C:8](=[O:13])[C:7]([C:1]2[CH:6]=[CH:5][CH:4]=[CH:3][CH:2]=2)([C:14]2[CH:15]=[CH:16][CH:17]=[CH:18][CH:19]=2)[NH:11][C:10]1=[O:12])=[O:33]. The catalyst class is: 54. (6) Product: [C:16]([O:15][C:13](=[O:14])[NH:12][CH2:11][C:7]1[CH:8]=[CH:9][CH:10]=[C:2]2[C:3]=1[C:4](=[O:6])[N:30]([CH:31]1[CH2:36][CH2:35][C:34](=[O:37])[NH:33][C:32]1=[O:38])[C:23]([CH3:24])=[N:1]2)([CH3:19])([CH3:18])[CH3:17]. The catalyst class is: 47. Reactant: [NH2:1][C:2]1[CH:10]=[CH:9][CH:8]=[C:7]([CH2:11][NH:12][C:13]([O:15][C:16]([CH3:19])([CH3:18])[CH3:17])=[O:14])[C:3]=1[C:4]([OH:6])=O.N1[CH:24]=[CH:23]N=C1.C(Cl)(=O)C.Cl.[NH2:30][CH:31]1[CH2:36][CH2:35][C:34](=[O:37])[NH:33][C:32]1=[O:38].P(OC1C=CC=CC=1)(OC1C=CC=CC=1)OC1C=CC=CC=1. (7) Reactant: Cl[CH2:2][C:3]1[CH:8]=[CH:7][C:6]([C:9]2[CH:14]=[CH:13][CH:12]=[C:11]([O:15][CH:16]3[CH2:18][CH2:17]3)[CH:10]=2)=[C:5]([C@H:19]2[CH2:23][CH2:22][CH2:21][C:20]2([CH3:25])[CH3:24])[CH:4]=1.ClCC1C=CC(C2C=CC=C([O:40][CH:41]3CC3)C=2)=C([C@@H]2CCCC2(C)C)C=1.CN(C=[O:55])C.S(Cl)(Cl)=O. Product: [CH:16]1([O:15][C:11]2[CH:10]=[C:9]([C:6]3[CH:7]=[CH:8][C:3]([C:2]([O:40][CH3:41])=[O:55])=[CH:4][C:5]=3[CH:19]3[CH2:23][CH2:22][CH2:21][C:20]3([CH3:24])[CH3:25])[CH:14]=[CH:13][CH:12]=2)[CH2:17][CH2:18]1. The catalyst class is: 2. (8) Reactant: [Cl:1][C:2]1[C:3](=[O:23])[N:4]([CH2:11][CH2:12][C:13]2[CH:22]=[CH:21][C:16]([C:17]([O:19][CH3:20])=[O:18])=[CH:15][CH:14]=2)[C:5]([CH3:10])=[C:6]([CH:8]=[CH2:9])[CH:7]=1. Product: [Cl:1][C:2]1[C:3](=[O:23])[N:4]([CH2:11][CH2:12][C:13]2[CH:14]=[CH:15][C:16]([C:17]([O:19][CH3:20])=[O:18])=[CH:21][CH:22]=2)[C:5]([CH3:10])=[C:6]([CH2:8][CH3:9])[CH:7]=1. The catalyst class is: 586.